Dataset: Full USPTO retrosynthesis dataset with 1.9M reactions from patents (1976-2016). Task: Predict the reactants needed to synthesize the given product. (1) Given the product [NH2:1][C:4]1[CH:5]=[CH:6][C:7](=[O:11])[N:8]([CH3:10])[CH:9]=1, predict the reactants needed to synthesize it. The reactants are: [N+:1]([C:4]1[CH:5]=[CH:6][C:7](=[O:11])[N:8]([CH3:10])[CH:9]=1)([O-])=O. (2) Given the product [Br:23][C:19]1[CH:18]=[C:17]([S:14]([N:11]2[CH:12]=[CH:13][C:9](/[CH:8]=[CH:7]/[C:6]([OH:24])=[O:5])=[CH:10]2)(=[O:15])=[O:16])[CH:22]=[CH:21][CH:20]=1, predict the reactants needed to synthesize it. The reactants are: C([O:5][C:6](=[O:24])/[CH:7]=[CH:8]/[C:9]1[CH:13]=[CH:12][N:11]([S:14]([C:17]2[CH:22]=[CH:21][CH:20]=[C:19]([Br:23])[CH:18]=2)(=[O:16])=[O:15])[CH:10]=1)(C)(C)C.C(O)(C(F)(F)F)=O. (3) Given the product [Cl:4][C:5]1[CH:17]=[CH:16][C:8]([C:9]2[NH:3][N:2]=[C:12]([OH:13])[CH:11]=2)=[CH:7][CH:6]=1, predict the reactants needed to synthesize it. The reactants are: O.[NH2:2][NH2:3].[Cl:4][C:5]1[CH:17]=[CH:16][C:8]([C:9]([CH2:11][C:12](OC)=[O:13])=O)=[CH:7][CH:6]=1. (4) Given the product [C:1]([O:5][C:6]([N:8]1[CH2:13][CH2:12][CH:11]([CH2:14][N:15]2[C:23]3[C:18](=[CH:19][CH:20]=[C:21]([NH2:24])[CH:22]=3)[C:17]([CH3:28])([CH3:27])[CH2:16]2)[CH2:10][CH2:9]1)=[O:7])([CH3:4])([CH3:2])[CH3:3], predict the reactants needed to synthesize it. The reactants are: [C:1]([O:5][C:6]([N:8]1[CH2:13][CH2:12][CH:11]([CH2:14][N:15]2[C:23]3[C:18](=[CH:19][CH:20]=[C:21]([N+:24]([O-])=O)[CH:22]=3)[C:17]([CH3:28])([CH3:27])[CH2:16]2)[CH2:10][CH2:9]1)=[O:7])([CH3:4])([CH3:3])[CH3:2]. (5) The reactants are: [F:1][C:2]1[CH:7]=[C:6]([F:8])[CH:5]=[CH:4][C:3]=1[N:9]1[C:13]([C:14]2[CH:19]=[CH:18][C:17]([N+:20]([O-])=[O:21])=[CH:16][CH:15]=2)=[CH:12][CH:11]=[N:10]1.[CH3:23][O:24][C:25]1[CH:30]=[CH:29][C:28]([CH2:31]C#N)=[CH:27][CH:26]=1. Given the product [F:1][C:2]1[CH:7]=[C:6]([F:8])[CH:5]=[CH:4][C:3]=1[N:9]1[C:13]([C:14]2[CH:19]=[CH:18][C:17]3=[N:20][O:21][C:31]([C:28]4[CH:29]=[CH:30][C:25]([O:24][CH3:23])=[CH:26][CH:27]=4)=[C:16]3[CH:15]=2)=[CH:12][CH:11]=[N:10]1, predict the reactants needed to synthesize it.